Dataset: Cav3 T-type calcium channel HTS with 100,875 compounds. Task: Binary Classification. Given a drug SMILES string, predict its activity (active/inactive) in a high-throughput screening assay against a specified biological target. (1) The molecule is S(=O)(=O)(N(c1c(OC)ccc(OC)c1)CC(=O)NCc1ncccc1)C. The result is 0 (inactive). (2) The compound is Clc1ccc(CSc2sc(SCC(=O)N3CCOCC3)nn2)cc1. The result is 0 (inactive).